Dataset: Full USPTO retrosynthesis dataset with 1.9M reactions from patents (1976-2016). Task: Predict the reactants needed to synthesize the given product. (1) Given the product [C:1]([C:4]1[O:8][C:7]2[C:9]([C:19]3[CH:20]=[C:21]([CH2:28][CH3:29])[CH:22]=[C:23]([C:24]([CH3:26])([CH3:25])[CH3:27])[C:18]=3[O:17][CH2:14][CH2:15][CH3:16])=[CH:10][CH:11]=[CH:12][C:6]=2[CH:5]=1)(=[O:3])[CH3:2], predict the reactants needed to synthesize it. The reactants are: [C:1]([C:4]1[O:8][C:7]2[C:9](Br)=[CH:10][CH:11]=[CH:12][C:6]=2[CH:5]=1)(=[O:3])[CH3:2].[CH2:14]([O:17][C:18]1[C:23]([C:24]([CH3:27])([CH3:26])[CH3:25])=[CH:22][C:21]([CH2:28][CH3:29])=[CH:20][C:19]=1B(O)O)[CH2:15][CH3:16].C(O)C.C([O-])([O-])=O.[Na+].[Na+]. (2) Given the product [CH3:1][O:2][C:3]1[C:8]([N+:9]([O-:11])=[O:10])=[CH:7][CH:6]=[CH:5][C:4]=1[C:22]1[O:26][C:25]([C:27]([OH:29])=[O:28])=[CH:24][CH:23]=1, predict the reactants needed to synthesize it. The reactants are: [CH3:1][O:2][C:3]1[C:8]([N+:9]([O-:11])=[O:10])=[CH:7][CH:6]=[CH:5][C:4]=1B1OC(C)(C)C(C)(C)O1.Br[C:22]1[O:26][C:25]([C:27]([OH:29])=[O:28])=[CH:24][CH:23]=1.C(=O)([O-])[O-].[Na+].[Na+]. (3) Given the product [CH2:1]([C@@H:3]([C:9]1[CH:14]=[CH:13][CH:12]=[C:11]([O:15][CH3:16])[CH:10]=1)[C@@H:4]([CH3:8])[C:5]([N:25]([CH3:26])[CH3:24])=[O:6])[CH3:2], predict the reactants needed to synthesize it. The reactants are: [CH2:1]([C@@H:3]([C:9]1[CH:14]=[CH:13][CH:12]=[C:11]([O:15][CH3:16])[CH:10]=1)[C@@H:4]([CH3:8])[C:5](O)=[O:6])[CH3:2].C(Cl)(=O)C(Cl)=O.Cl.[CH3:24][NH:25][CH3:26].C(N(CC)CC)C.Cl. (4) Given the product [CH3:23][C:19]1([OH:22])[CH2:20][CH2:21][N:16]([S:13]([C:10]2[CH:11]=[CH:12][C:7]([B:24]3[O:28][C:27]([CH3:30])([CH3:29])[C:26]([CH3:32])([CH3:31])[O:25]3)=[CH:8][CH:9]=2)(=[O:15])=[O:14])[CH2:17][CH2:18]1, predict the reactants needed to synthesize it. The reactants are: C([O-])(=O)C.[K+].Br[C:7]1[CH:12]=[CH:11][C:10]([S:13]([N:16]2[CH2:21][CH2:20][C:19]([CH3:23])([OH:22])[CH2:18][CH2:17]2)(=[O:15])=[O:14])=[CH:9][CH:8]=1.[B:24]1([B:24]2[O:28][C:27]([CH3:30])([CH3:29])[C:26]([CH3:32])([CH3:31])[O:25]2)[O:28][C:27]([CH3:30])([CH3:29])[C:26]([CH3:32])([CH3:31])[O:25]1.